Dataset: Full USPTO retrosynthesis dataset with 1.9M reactions from patents (1976-2016). Task: Predict the reactants needed to synthesize the given product. (1) Given the product [CH2:6]([O:8][C:9](=[O:31])[C:10]([O:13][C:14]1[CH:19]=[CH:18][C:17]([O:20][C:21]2[CH:26]=[C:25]([CH3:2])[CH:24]=[C:23]([C:28]#[N:29])[CH:22]=2)=[CH:16][C:15]=1[CH3:30])([CH3:12])[CH3:11])[CH3:7], predict the reactants needed to synthesize it. The reactants are: [Sn](C)(C)(C)[CH3:2].[CH2:6]([O:8][C:9](=[O:31])[C:10]([O:13][C:14]1[CH:19]=[CH:18][C:17]([O:20][C:21]2[CH:26]=[C:25](I)[CH:24]=[C:23]([C:28]#[N:29])[CH:22]=2)=[CH:16][C:15]=1[CH3:30])([CH3:12])[CH3:11])[CH3:7]. (2) Given the product [CH3:16][C:15]1[O:14][C:13]([C:17]2[CH:22]=[CH:21][CH:20]=[CH:19][CH:18]=2)=[N:12][C:11]=1[CH2:10][CH2:9][O:8][C:4]1[CH:5]=[N:6][CH:7]=[C:2]([N:38]2[CH2:43][CH2:42][NH:41][CH2:40][CH2:39]2)[N:3]=1, predict the reactants needed to synthesize it. The reactants are: Cl[C:2]1[CH:7]=[N:6][CH:5]=[C:4]([O:8][CH2:9][CH2:10][C:11]2[N:12]=[C:13]([C:17]3[CH:22]=[CH:21][CH:20]=[CH:19][CH:18]=3)[O:14][C:15]=2[CH3:16])[N:3]=1.CC1OC(C2C=CC=CC=2)=NC=1CCO.[NH:38]1[CH2:43][CH2:42][NH:41][CH2:40][CH2:39]1.C([O-])([O-])=O.[K+].[K+].O=[O+][O-]. (3) Given the product [F:15][C:9]1[CH:10]=[C:11]([F:14])[CH:12]=[CH:13][C:8]=1[C:6]1[C:5]([F:16])=[CH:4][N:3]=[C:2]([NH:17][C:18]2[CH:19]=[C:20]([CH2:30][OH:31])[CH:21]=[C:22]([S:24]([F:29])([F:25])([F:26])([F:27])[F:28])[CH:23]=2)[N:7]=1, predict the reactants needed to synthesize it. The reactants are: Cl[C:2]1[N:7]=[C:6]([C:8]2[CH:13]=[CH:12][C:11]([F:14])=[CH:10][C:9]=2[F:15])[C:5]([F:16])=[CH:4][N:3]=1.[NH2:17][C:18]1[CH:19]=[C:20]([CH2:30][OH:31])[CH:21]=[C:22]([S:24]([F:29])([F:28])([F:27])([F:26])[F:25])[CH:23]=1.C(O)CCC. (4) Given the product [Cl:1][C:2]1[N:3]=[C:4]([C:9]([NH:11][C@H:12]2[CH2:17][CH2:16][N:15]([C:18]3[S:19][C:20]([C:25]([O:27][CH2:28][CH3:29])=[O:26])=[C:21]([C:23]([OH:35])=[O:24])[N:22]=3)[CH2:14][C@H:13]2[O:30][CH2:31][CH2:32][CH3:33])=[O:10])[NH:5][C:6]=1[CH2:7][CH3:8], predict the reactants needed to synthesize it. The reactants are: [Cl:1][C:2]1[N:3]=[C:4]([C:9]([NH:11][C@H:12]2[CH2:17][CH2:16][N:15]([C:18]3[S:19][C:20]([C:25]([O:27][CH2:28][CH3:29])=[O:26])=[C:21]([CH:23]=[O:24])[N:22]=3)[CH2:14][C@H:13]2[O:30][CH2:31][CH2:32][CH3:33])=[O:10])[NH:5][C:6]=1[CH2:7][CH3:8].Cl([O-])=[O:35].[Na+].P([O-])(O)(O)=O.[Na+].CC(=CC)C. (5) Given the product [CH2:16]1[C:15]2[CH:28]=[CH:29][C:12]([NH:11][C:9](=[O:10])[O:8][CH2:1][C:2]3[CH:3]=[CH:4][CH:5]=[CH:6][CH:7]=3)=[CH:13][C:14]=2[CH2:20][CH2:19][CH2:18][NH:17]1, predict the reactants needed to synthesize it. The reactants are: [CH2:1]([O:8][C:9]([NH:11][C:12]1[CH:29]=[CH:28][C:15]2[CH2:16][N:17](C(OC(C)(C)C)=O)[CH2:18][CH2:19][CH2:20][C:14]=2[CH:13]=1)=[O:10])[C:2]1[CH:7]=[CH:6][CH:5]=[CH:4][CH:3]=1.C(O)(C(F)(F)F)=O. (6) Given the product [CH2:55]([O:62][C:63](=[O:64])[NH:65][CH2:66][C@H:67]([NH:73][C:74](=[O:79])[CH2:75][C:76](=[O:78])[NH:1][C:4]1[CH:12]=[C:11]([C:13]([F:16])([F:15])[F:14])[CH:10]=[C:6]([C:7](=[O:9])[N:19]([CH3:20])[CH3:18])[CH:5]=1)[C@@H:68]([OH:72])[C:69]#[C:70][CH3:71])[C:56]1[CH:57]=[CH:58][CH:59]=[CH:60][CH:61]=1, predict the reactants needed to synthesize it. The reactants are: [N+:1]([C:4]1[CH:5]=[C:6]([CH:10]=[C:11]([C:13]([F:16])([F:15])[F:14])[CH:12]=1)[C:7]([OH:9])=O)([O-])=O.Cl.[CH3:18][NH:19][CH3:20].C(N(CC)C(C)C)(C)C.CN(C(ON1N=NC2C=CC=NC1=2)=[N+](C)C)C.F[P-](F)(F)(F)(F)F.[Li].[CH2:55]([O:62][C:63]([NH:65][CH2:66][C@H:67]([NH:73][C:74](=[O:79])[CH2:75][C:76]([OH:78])=O)[C@@H:68]([OH:72])[C:69]#[C:70][CH3:71])=[O:64])[C:56]1[CH:61]=[CH:60][CH:59]=[CH:58][CH:57]=1.